This data is from Peptide-MHC class II binding affinity with 134,281 pairs from IEDB. The task is: Regression. Given a peptide amino acid sequence and an MHC pseudo amino acid sequence, predict their binding affinity value. This is MHC class II binding data. (1) The peptide sequence is SRNSTHEMYWVSRASGNV. The MHC is DRB1_0301 with pseudo-sequence DRB1_0301. The binding affinity (normalized) is 0. (2) The peptide sequence is YEGLSYRSLQPEEFA. The MHC is DRB5_0101 with pseudo-sequence DRB5_0101. The binding affinity (normalized) is 0.405. (3) The peptide sequence is PTMLKKGMTTVLDFH. The MHC is DRB1_0801 with pseudo-sequence DRB1_0801. The binding affinity (normalized) is 0.626. (4) The peptide sequence is LHRVVLLESIAQFGD. The MHC is DRB1_0101 with pseudo-sequence DRB1_0101. The binding affinity (normalized) is 1.00. (5) The peptide sequence is ITEPTAAAIAYGLDR. The MHC is HLA-DQA10501-DQB10301 with pseudo-sequence HLA-DQA10501-DQB10301. The binding affinity (normalized) is 0.687. (6) The peptide sequence is TSCSLMHTAVDLVNE. The MHC is DRB3_0202 with pseudo-sequence DRB3_0202. The binding affinity (normalized) is 0.0582. (7) The peptide sequence is TVYVGIVTMLSPMLHK. The MHC is DRB4_0103 with pseudo-sequence DRB4_0103. The binding affinity (normalized) is 0.756. (8) The peptide sequence is ISSQYYIQQNGNLCY. The binding affinity (normalized) is 0.0457. The MHC is HLA-DPA10201-DPB11401 with pseudo-sequence HLA-DPA10201-DPB11401.